From a dataset of Full USPTO retrosynthesis dataset with 1.9M reactions from patents (1976-2016). Predict the reactants needed to synthesize the given product. (1) Given the product [Cl:1][C:2]1[CH:3]=[C:4]([NH:5][C:6]2[C:15]3[C:10](=[CH:11][CH:12]=[CH:13][C:14]=3[O:16][CH:17]3[CH2:22][CH2:21][N:20]([CH3:23])[CH2:19][CH2:18]3)[N:9]=[CH:8][N:7]=2)[CH:24]=[CH:25][C:26]=1[O:27][CH2:35][C:36]([O:38][CH2:39][CH3:40])=[O:37], predict the reactants needed to synthesize it. The reactants are: [Cl:1][C:2]1[CH:3]=[C:4]([CH:24]=[CH:25][C:26]=1[OH:27])[NH:5][C:6]1[C:15]2[C:10](=[CH:11][CH:12]=[CH:13][C:14]=2[O:16][CH:17]2[CH2:22][CH2:21][N:20]([CH3:23])[CH2:19][CH2:18]2)[N:9]=[CH:8][N:7]=1.C(=O)([O-])[O-].[K+].[K+].Br[CH2:35][C:36]([O:38][CH2:39][CH3:40])=[O:37]. (2) Given the product [OH:1][C:2]1[CH:7]=[CH:6][C:5]([N:8]2[C:16]3[C:11](=[CH:12][CH:13]=[CH:14][CH:15]=3)[C:10]([C:17](=[N:27][OH:28])[CH3:18])=[C:9]2[C:20]2[CH:25]=[CH:24][CH:23]=[CH:22][CH:21]=2)=[CH:4][CH:3]=1, predict the reactants needed to synthesize it. The reactants are: [OH:1][C:2]1[CH:7]=[CH:6][C:5]([N:8]2[C:16]3[C:11](=[CH:12][CH:13]=[CH:14][CH:15]=3)[C:10]([C:17](=O)[CH3:18])=[C:9]2[C:20]2[CH:25]=[CH:24][CH:23]=[CH:22][CH:21]=2)=[CH:4][CH:3]=1.Cl.[NH2:27][OH:28].N1C=CC=CC=1. (3) Given the product [Br:2][C:3]1[CH:4]=[C:5]([C@H:9]([NH:11][C:21](=[O:23])[CH3:22])[CH3:10])[CH:6]=[N:7][CH:8]=1, predict the reactants needed to synthesize it. The reactants are: Cl.[Br:2][C:3]1[CH:4]=[C:5]([C@H:9]([NH2:11])[CH3:10])[CH:6]=[N:7][CH:8]=1.C(N(CC)C(C)C)(C)C.[C:21](Cl)(=[O:23])[CH3:22].